From a dataset of NCI-60 drug combinations with 297,098 pairs across 59 cell lines. Regression. Given two drug SMILES strings and cell line genomic features, predict the synergy score measuring deviation from expected non-interaction effect. (1) Drug 1: CC1=CC2C(CCC3(C2CCC3(C(=O)C)OC(=O)C)C)C4(C1=CC(=O)CC4)C. Drug 2: CS(=O)(=O)CCNCC1=CC=C(O1)C2=CC3=C(C=C2)N=CN=C3NC4=CC(=C(C=C4)OCC5=CC(=CC=C5)F)Cl. Cell line: UACC62. Synergy scores: CSS=3.34, Synergy_ZIP=0.775, Synergy_Bliss=3.40, Synergy_Loewe=1.91, Synergy_HSA=2.20. (2) Drug 1: C1=CC(=CC=C1C#N)C(C2=CC=C(C=C2)C#N)N3C=NC=N3. Drug 2: CC1C(C(CC(O1)OC2CC(CC3=C2C(=C4C(=C3O)C(=O)C5=C(C4=O)C(=CC=C5)OC)O)(C(=O)CO)O)N)O.Cl. Cell line: HOP-62. Synergy scores: CSS=38.2, Synergy_ZIP=-0.928, Synergy_Bliss=-4.80, Synergy_Loewe=-0.852, Synergy_HSA=-1.16. (3) Cell line: DU-145. Drug 1: C1C(C(OC1N2C=C(C(=O)NC2=O)F)CO)O. Synergy scores: CSS=8.61, Synergy_ZIP=-0.887, Synergy_Bliss=3.95, Synergy_Loewe=-6.46, Synergy_HSA=1.52. Drug 2: COCCOC1=C(C=C2C(=C1)C(=NC=N2)NC3=CC=CC(=C3)C#C)OCCOC.Cl. (4) Drug 1: CN1C(=O)N2C=NC(=C2N=N1)C(=O)N. Drug 2: C1=NC(=NC(=O)N1C2C(C(C(O2)CO)O)O)N. Cell line: HCT-15. Synergy scores: CSS=14.8, Synergy_ZIP=-6.95, Synergy_Bliss=-1.03, Synergy_Loewe=-20.1, Synergy_HSA=-1.22. (5) Drug 1: C1=NC2=C(N1)C(=S)N=C(N2)N. Drug 2: CCC(=C(C1=CC=CC=C1)C2=CC=C(C=C2)OCCN(C)C)C3=CC=CC=C3.C(C(=O)O)C(CC(=O)O)(C(=O)O)O. Cell line: SNB-75. Synergy scores: CSS=5.77, Synergy_ZIP=-3.84, Synergy_Bliss=-2.16, Synergy_Loewe=-9.40, Synergy_HSA=-3.26.